Dataset: NCI-60 drug combinations with 297,098 pairs across 59 cell lines. Task: Regression. Given two drug SMILES strings and cell line genomic features, predict the synergy score measuring deviation from expected non-interaction effect. (1) Drug 1: CN1CCC(CC1)COC2=C(C=C3C(=C2)N=CN=C3NC4=C(C=C(C=C4)Br)F)OC. Drug 2: C1=NC2=C(N=C(N=C2N1C3C(C(C(O3)CO)O)O)F)N. Cell line: SR. Synergy scores: CSS=1.49, Synergy_ZIP=0.114, Synergy_Bliss=-3.71, Synergy_Loewe=-3.57, Synergy_HSA=-4.26. (2) Drug 1: CNC(=O)C1=CC=CC=C1SC2=CC3=C(C=C2)C(=NN3)C=CC4=CC=CC=N4. Drug 2: C1CC(C1)(C(=O)O)C(=O)O.[NH2-].[NH2-].[Pt+2]. Cell line: NCI/ADR-RES. Synergy scores: CSS=17.9, Synergy_ZIP=-2.76, Synergy_Bliss=3.41, Synergy_Loewe=3.28, Synergy_HSA=2.96. (3) Synergy scores: CSS=-1.70, Synergy_ZIP=-1.31, Synergy_Bliss=0.890, Synergy_Loewe=-17.8, Synergy_HSA=-0.722. Drug 2: CC1CCC2CC(C(=CC=CC=CC(CC(C(=O)C(C(C(=CC(C(=O)CC(OC(=O)C3CCCCN3C(=O)C(=O)C1(O2)O)C(C)CC4CCC(C(C4)OC)O)C)C)O)OC)C)C)C)OC. Drug 1: C(=O)(N)NO. Cell line: MDA-MB-435. (4) Drug 1: C1CC(=O)NC(=O)C1N2CC3=C(C2=O)C=CC=C3N. Drug 2: CCC1(CC2CC(C3=C(CCN(C2)C1)C4=CC=CC=C4N3)(C5=C(C=C6C(=C5)C78CCN9C7C(C=CC9)(C(C(C8N6C)(C(=O)OC)O)OC(=O)C)CC)OC)C(=O)OC)O.OS(=O)(=O)O. Cell line: MDA-MB-435. Synergy scores: CSS=31.6, Synergy_ZIP=-5.86, Synergy_Bliss=-10.8, Synergy_Loewe=-43.8, Synergy_HSA=-9.89. (5) Drug 1: CC1=C(C(CCC1)(C)C)C=CC(=CC=CC(=CC(=O)O)C)C. Drug 2: CC1=C(N=C(N=C1N)C(CC(=O)N)NCC(C(=O)N)N)C(=O)NC(C(C2=CN=CN2)OC3C(C(C(C(O3)CO)O)O)OC4C(C(C(C(O4)CO)O)OC(=O)N)O)C(=O)NC(C)C(C(C)C(=O)NC(C(C)O)C(=O)NCCC5=NC(=CS5)C6=NC(=CS6)C(=O)NCCC[S+](C)C)O. Cell line: MCF7. Synergy scores: CSS=13.2, Synergy_ZIP=-6.84, Synergy_Bliss=-7.63, Synergy_Loewe=-4.03, Synergy_HSA=-3.19. (6) Drug 1: CC(C1=C(C=CC(=C1Cl)F)Cl)OC2=C(N=CC(=C2)C3=CN(N=C3)C4CCNCC4)N. Drug 2: CC1=C(C(=CC=C1)Cl)NC(=O)C2=CN=C(S2)NC3=CC(=NC(=N3)C)N4CCN(CC4)CCO. Cell line: U251. Synergy scores: CSS=13.1, Synergy_ZIP=9.86, Synergy_Bliss=11.8, Synergy_Loewe=10.7, Synergy_HSA=10.5. (7) Drug 1: CC1C(C(CC(O1)OC2CC(CC3=C2C(=C4C(=C3O)C(=O)C5=C(C4=O)C(=CC=C5)OC)O)(C(=O)CO)O)N)O.Cl. Drug 2: CC(C)NC(=O)C1=CC=C(C=C1)CNNC.Cl. Cell line: HOP-92. Synergy scores: CSS=14.5, Synergy_ZIP=-1.22, Synergy_Bliss=2.48, Synergy_Loewe=5.59, Synergy_HSA=2.16. (8) Drug 1: CC(C)(C#N)C1=CC(=CC(=C1)CN2C=NC=N2)C(C)(C)C#N. Drug 2: N.N.Cl[Pt+2]Cl. Cell line: A549. Synergy scores: CSS=43.2, Synergy_ZIP=-1.26, Synergy_Bliss=-3.87, Synergy_Loewe=-2.94, Synergy_HSA=-3.13. (9) Drug 1: C1CCC(C(C1)N)N.C(=O)(C(=O)[O-])[O-].[Pt+4]. Drug 2: C1C(C(OC1N2C=NC3=C2NC=NCC3O)CO)O. Cell line: EKVX. Synergy scores: CSS=12.5, Synergy_ZIP=-2.56, Synergy_Bliss=1.25, Synergy_Loewe=-0.0158, Synergy_HSA=0.0742.